This data is from Forward reaction prediction with 1.9M reactions from USPTO patents (1976-2016). The task is: Predict the product of the given reaction. The product is: [C:10]1([C:20]2[CH:25]=[CH:24][CH:23]=[CH:22][CH:21]=2)[CH:15]=[CH:14][C:13]([S:16]([NH2:9])(=[O:18])=[O:17])=[CH:12][CH:11]=1. Given the reactants S1C=CC=C1S([NH2:9])(=O)=O.[C:10]1([C:20]2[CH:25]=[CH:24][CH:23]=[CH:22][CH:21]=2)[CH:15]=[CH:14][C:13]([S:16](Cl)(=[O:18])=[O:17])=[CH:12][CH:11]=1, predict the reaction product.